This data is from Catalyst prediction with 721,799 reactions and 888 catalyst types from USPTO. The task is: Predict which catalyst facilitates the given reaction. (1) Reactant: [CH:1]1([C:4]2[C:5]([N:24]([CH2:29][CH2:30][S:31]([CH3:33])=[O:32])[S:25]([CH3:28])(=[O:27])=[O:26])=[CH:6][C:7]3[O:11][C:10]([C:12]4[CH:17]=[CH:16][C:15]([F:18])=[CH:14][CH:13]=4)=[C:9]([C:19](=[N:21][OH:22])[NH2:20])[C:8]=3[CH:23]=2)[CH2:3][CH2:2]1.[CH:34](=O)[CH3:35].C([OH:39])C. Product: [CH:1]1([C:4]2[C:5]([N:24]([CH2:29][CH2:30][S:31]([CH3:33])(=[O:39])=[O:32])[S:25]([CH3:28])(=[O:27])=[O:26])=[CH:6][C:7]3[O:11][C:10]([C:12]4[CH:17]=[CH:16][C:15]([F:18])=[CH:14][CH:13]=4)=[C:9]([C:19]4[NH:20][CH:34]([CH3:35])[O:22][N:21]=4)[C:8]=3[CH:23]=2)[CH2:2][CH2:3]1. The catalyst class is: 6. (2) Product: [CH2:21]([O:1][CH:2]1[CH2:3][CH2:4][N:5]([S:8](/[CH:11]=[CH:12]/[C:13]2[CH:18]=[CH:17][CH:16]=[CH:15][CH:14]=2)(=[O:10])=[O:9])[CH2:6][CH2:7]1)[CH:20]=[CH2:19]. Reactant: [OH:1][CH:2]1[CH2:7][CH2:6][N:5]([S:8](/[CH:11]=[CH:12]/[C:13]2[CH:18]=[CH:17][CH:16]=[CH:15][CH:14]=2)(=[O:10])=[O:9])[CH2:4][CH2:3]1.[CH2:19](Br)[CH:20]=[CH2:21].[H-].[Na+].O. The catalyst class is: 3. (3) Reactant: CO.[S:3]1[C:7]2[CH:8]=[CH:9][C:10]([CH2:12][CH2:13][O:14][CH2:15][CH2:16][C:17]([O:19]C)=[O:18])=[CH:11][C:6]=2[CH:5]=[CH:4]1.[OH-].[K+]. Product: [S:3]1[C:7]2[CH:8]=[CH:9][C:10]([CH2:12][CH2:13][O:14][CH2:15][CH2:16][C:17]([OH:19])=[O:18])=[CH:11][C:6]=2[CH:5]=[CH:4]1. The catalyst class is: 6. (4) Reactant: CCCCCC.C([Li])CCC.[CH2:12]([O:16][C:17]1[CH:22]=[CH:21][CH:20]=[C:19]([F:23])[C:18]=1[F:24])[CH:13]=[CH:14][CH3:15].B(OC)(OC)[O:26]C.OO. Product: [CH2:12]([O:16][C:17]1[CH:22]=[CH:21][C:20]([OH:26])=[C:19]([F:23])[C:18]=1[F:24])[CH:13]=[CH:14][CH3:15]. The catalyst class is: 90. (5) Reactant: [CH3:1][N:2]1[CH2:7][CH2:6][N:5]([C:8]2[CH:9]=[N:10][C:11](C3C([N+]([O-])=O)=CNN=3)=[CH:12][CH:13]=2)[CH2:4][CH2:3]1.CO.C[N:25]([CH:27]=O)C. Product: [CH3:1][N:2]1[CH2:3][CH2:4][N:5]([C:8]2[CH:13]=[CH:12][C:11]([NH:5][C:4]3[CH:3]=[N:2][NH:25][CH:27]=3)=[N:10][CH:9]=2)[CH2:6][CH2:7]1. The catalyst class is: 45. (6) Reactant: [N+:1]([C:4]1[CH:9]=[CH:8][CH:7]=[CH:6][C:5]=1[C:10]1[CH2:14][C:13]([CH3:16])([CH3:15])[C:12]([CH3:18])([CH3:17])[CH:11]=1)([O-])=O.Cl.C(OCC)(=O)C. Product: [CH3:17][C:12]1([CH3:18])[C:13]([CH3:15])([CH3:16])[CH2:14][CH:10]([C:5]2[CH:6]=[CH:7][CH:8]=[CH:9][C:4]=2[NH2:1])[CH2:11]1. The catalyst class is: 43. (7) Reactant: [C:1]([NH2:5])([CH3:4])([CH3:3])[CH3:2].[CH2:6]1[CH2:13][O:12][S:9](=[O:11])(=[O:10])[CH2:8][CH2:7]1. Product: [C:1]([NH:5][CH2:13][CH2:6][CH2:7][CH2:8][S:9]([OH:12])(=[O:11])=[O:10])([CH3:4])([CH3:3])[CH3:2]. The catalyst class is: 7. (8) Reactant: [NH2:1][CH2:2][CH2:3][O:4][C:5]1[CH:29]=[C:28]([S:30]([CH3:33])(=[O:32])=[O:31])[CH:27]=[CH:26][C:6]=1[C:7]([NH:9][C:10]1[C:11]([C:16]([NH:18][C:19]2[CH:24]=[CH:23][C:22]([Cl:25])=[CH:21][N:20]=2)=[O:17])=[N:12][CH:13]=[CH:14][CH:15]=1)=[O:8].Cl. Product: [ClH:25].[NH2:1][CH2:2][CH2:3][O:4][C:5]1[CH:29]=[C:28]([S:30]([CH3:33])(=[O:31])=[O:32])[CH:27]=[CH:26][C:6]=1[C:7]([NH:9][C:10]1[C:11]([C:16]([NH:18][C:19]2[CH:24]=[CH:23][C:22]([Cl:25])=[CH:21][N:20]=2)=[O:17])=[N:12][CH:13]=[CH:14][CH:15]=1)=[O:8]. The catalyst class is: 100. (9) Reactant: [CH:1]1[C:13]2[CH2:12][C:11]3[C:6](=[CH:7][CH:8]=[CH:9][CH:10]=3)[C:5]=2[CH:4]=[CH:3][C:2]=1[C:14]#[N:15].[Br:16]Br.Br.[OH-].[Na+]. Product: [Br:16][C:9]1[CH:10]=[C:11]2[C:6]([C:5]3[CH:4]=[CH:3][C:2]([C:14]#[N:15])=[CH:1][C:13]=3[CH2:12]2)=[CH:7][CH:8]=1. The catalyst class is: 2.